This data is from TCR-epitope binding with 47,182 pairs between 192 epitopes and 23,139 TCRs. The task is: Binary Classification. Given a T-cell receptor sequence (or CDR3 region) and an epitope sequence, predict whether binding occurs between them. (1) The epitope is LLWNGPMAV. The TCR CDR3 sequence is CASSPGTGAYEQYF. Result: 1 (the TCR binds to the epitope). (2) The epitope is KLGGALQAK. The TCR CDR3 sequence is CASSLSGGGFSPLHF. Result: 1 (the TCR binds to the epitope). (3) The epitope is PKYVKQNTLKLAT. The TCR CDR3 sequence is CASSEFWDGYTF. Result: 1 (the TCR binds to the epitope).